Dataset: Forward reaction prediction with 1.9M reactions from USPTO patents (1976-2016). Task: Predict the product of the given reaction. (1) The product is: [OH:1][C@@H:2]([CH2:19][N:20]1[CH2:24][C@@H:23]([C:25]2[C:34]3[C:29](=[CH:30][CH:31]=[C:32]([O:35][CH3:36])[N:33]=3)[N:28]=[CH:27][CH:26]=2)[O:22][C:21]1=[O:37])[CH2:3][NH:4][S:5]([C:8]1[CH:9]=[CH:10][C:11]2[S:16][CH2:15][C:14](=[O:17])[NH:13][C:12]=2[CH:18]=1)(=[O:6])=[O:7]. Given the reactants [OH:1][C@H:2]([CH2:19][N:20]1[CH2:24][C@@H:23]([C:25]2[C:34]3[C:29](=[CH:30][CH:31]=[C:32]([O:35][CH3:36])[N:33]=3)[N:28]=[CH:27][CH:26]=2)[O:22][C:21]1=[O:37])[CH2:3][NH:4][S:5]([C:8]1[CH:9]=[CH:10][C:11]2[S:16][CH2:15][C:14](=[O:17])[NH:13][C:12]=2[CH:18]=1)(=[O:7])=[O:6].CC1(C)O[C@H](CN)CO1, predict the reaction product. (2) Given the reactants O=[C:2]1[CH2:7][CH2:6][N:5]([C:8]2[CH:13]=[CH:12][C:11]([NH:14][S:15]([C:18]3[CH:23]=[CH:22][C:21]([NH:24][C:25](=[O:27])[CH3:26])=[CH:20][CH:19]=3)(=[O:17])=[O:16])=[CH:10][CH:9]=2)[CH2:4][CH2:3]1.[NH2:28][CH2:29][CH:30]([C:32]1[CH:33]=[C:34]2[C:38](=[C:39]([C:41]([NH2:43])=[O:42])[CH:40]=1)[NH:37][CH:36]=[CH:35]2)[OH:31], predict the reaction product. The product is: [C:25]([NH:24][C:21]1[CH:22]=[CH:23][C:18]([S:15]([NH:14][C:11]2[CH:12]=[CH:13][C:8]([N:5]3[CH2:6][CH2:7][CH:2]([NH:28][CH2:29][CH:30]([C:32]4[CH:33]=[C:34]5[C:38](=[C:39]([C:41]([NH2:43])=[O:42])[CH:40]=4)[NH:37][CH:36]=[CH:35]5)[OH:31])[CH2:3][CH2:4]3)=[CH:9][CH:10]=2)(=[O:16])=[O:17])=[CH:19][CH:20]=1)(=[O:27])[CH3:26]. (3) Given the reactants [CH3:1][C:2]1[CH:3]=[C:4]([Br:9])[CH:5]=[C:6]([CH3:8])[CH:7]=1.C1C(=O)N([Br:17])C(=O)C1, predict the reaction product. The product is: [Br:9][C:4]1[CH:5]=[C:6]([CH3:8])[CH:7]=[C:2]([CH2:1][Br:17])[CH:3]=1. (4) Given the reactants [Cl:1][C:2]1[CH:3]=[C:4]([N+:20]([O-])=O)[CH:5]=[C:6]([F:19])[C:7]=1[O:8][C:9]1[CH:10]=[N:11][C:12]2[C:17]([CH:18]=1)=[CH:16][CH:15]=[CH:14][CH:13]=2.[NH4+].[Cl-].O, predict the reaction product. The product is: [Cl:1][C:2]1[CH:3]=[C:4]([NH2:20])[CH:5]=[C:6]([F:19])[C:7]=1[O:8][C:9]1[CH:10]=[N:11][C:12]2[C:17]([CH:18]=1)=[CH:16][CH:15]=[CH:14][CH:13]=2. (5) Given the reactants [CH3:1][C:2]([CH3:13])([C:7](=O)[C:8]([O:10]C)=O)[C:3]([O:5][CH3:6])=[O:4].[F:14][C:15]1[CH:16]=[C:17]2[C:24]([C:25](=[NH:28])[NH:26][NH2:27])=[N:23][N:22]([CH2:29][C:30]3[CH:35]=[CH:34][C:33]([O:36][CH3:37])=[CH:32][CH:31]=3)[C:18]2=[N:19][C:20]=1[CH3:21], predict the reaction product. The product is: [F:14][C:15]1[CH:16]=[C:17]2[C:24]([C:25]3[N:26]=[N:27][C:7]([C:2]([CH3:1])([CH3:13])[C:3]([O:5][CH3:6])=[O:4])=[C:8]([OH:10])[N:28]=3)=[N:23][N:22]([CH2:29][C:30]3[CH:35]=[CH:34][C:33]([O:36][CH3:37])=[CH:32][CH:31]=3)[C:18]2=[N:19][C:20]=1[CH3:21]. (6) Given the reactants Br[C:2]1[N:6]2[CH:7]=[CH:8][N:9]=[C:10]([NH:11][CH2:12][CH2:13][OH:14])[C:5]2=[N:4][CH:3]=1.CS[C:17]1[N:22]=[C:21]([Sn](CCCC)(CCCC)CCCC)[CH:20]=[CH:19][N:18]=1.[CH3:36][NH2:37], predict the reaction product. The product is: [CH3:36][NH:37][C:17]1[N:22]=[C:21]([C:2]2[N:6]3[CH:7]=[CH:8][N:9]=[C:10]([NH:11][CH2:12][CH2:13][OH:14])[C:5]3=[N:4][CH:3]=2)[CH:20]=[CH:19][N:18]=1. (7) Given the reactants [OH2:1].[SH-:2].[Na+].CC1C=CC(S(O[CH:15]([C:53]#[N:54])[CH2:16][C:17]2[C:25]3[C:20](=[N:21][C:22]([N:27]([C:35]([O:37][C:38]([CH3:41])([CH3:40])[CH3:39])=[O:36])[C:28]([O:30][C:31]([CH3:34])([CH3:33])[CH3:32])=[O:29])=[N:23][C:24]=3Cl)[N:19]([CH2:42][C:43]3[C:48]([CH3:49])=[C:47](OC)[C:46]([CH3:52])=[CH:45][N:44]=3)[N:18]=2)(=O)=O)=CC=1.[CH3:55]N(C)C=O, predict the reaction product. The product is: [C:53]([CH:15]1[CH2:16][C:17]2[C:25]3[C:20]([N:19]([CH2:42][C:43]4[C:48]([CH3:49])=[C:47]([O:1][CH3:55])[C:46]([CH3:52])=[CH:45][N:44]=4)[N:18]=2)=[N:21][C:22]([N:27]([C:28]([O:30][C:31]([CH3:32])([CH3:34])[CH3:33])=[O:29])[C:35]([O:37][C:38]([CH3:39])([CH3:40])[CH3:41])=[O:36])=[N:23][C:24]=3[S:2]1)#[N:54]. (8) Given the reactants [OH:1][CH2:2][C:3]1[CH:8]=[CH:7][C:6]([C:9](=[O:14])[CH2:10][CH:11]([CH3:13])[CH3:12])=[CH:5][N:4]=1.C(N(CC)CC)C.[CH3:22][S:23](Cl)(=[O:25])=[O:24], predict the reaction product. The product is: [CH3:22][S:23]([O:1][CH2:2][C:3]1[CH:8]=[CH:7][C:6]([C:9](=[O:14])[CH2:10][CH:11]([CH3:12])[CH3:13])=[CH:5][N:4]=1)(=[O:25])=[O:24]. (9) Given the reactants Cl[C:2]1[C:11]2[C:6](=[CH:7][C:8]([O:12][CH3:13])=[CH:9][CH:10]=2)[CH:5]=[C:4]([NH:14][C:15]2[CH:19]=[C:18]([CH3:20])[NH:17][N:16]=2)[N:3]=1.[CH3:21][C:22]1[CH:23]=[C:24](B(O)O)[CH:25]=[CH:26][CH:27]=1, predict the reaction product. The product is: [CH3:21][C:22]1[CH:27]=[C:26]([C:2]2[C:11]3[C:6](=[CH:7][C:8]([O:12][CH3:13])=[CH:9][CH:10]=3)[CH:5]=[C:4]([NH:14][C:15]3[CH:19]=[C:18]([CH3:20])[NH:17][N:16]=3)[N:3]=2)[CH:25]=[CH:24][CH:23]=1. (10) Given the reactants [NH2:1][C:2]1[N:7]=[CH:6][N:5]=[C:4]2[N:8]([C@@H:18]3[CH2:22][CH2:21][N:20]([C:23](=[O:27])[CH2:24][C:25]#[N:26])[CH2:19]3)[N:9]=[C:10]([C:11]3[CH:16]=[CH:15][C:14]([Cl:17])=[CH:13][CH:12]=3)[C:3]=12.[CH:28]1([CH:31]=O)[CH2:30][CH2:29]1.C1CCN2C(=NCCC2)CC1, predict the reaction product. The product is: [NH2:1][C:2]1[N:7]=[CH:6][N:5]=[C:4]2[N:8]([C@@H:18]3[CH2:22][CH2:21][N:20]([C:23]([C:24](=[CH:31][CH:28]4[CH2:30][CH2:29]4)[C:25]#[N:26])=[O:27])[CH2:19]3)[N:9]=[C:10]([C:11]3[CH:16]=[CH:15][C:14]([Cl:17])=[CH:13][CH:12]=3)[C:3]=12.